This data is from Forward reaction prediction with 1.9M reactions from USPTO patents (1976-2016). The task is: Predict the product of the given reaction. (1) Given the reactants Br[C:2]1[N:3]=[C:4]([O:28][CH3:29])[C:5]([N:8](COCC[Si](C)(C)C)[S:9]([C:12]2[CH:17]=[CH:16][CH:15]=[C:14]([Cl:18])[C:13]=2[Cl:19])(=[O:11])=[O:10])=[N:6][CH:7]=1.[CH2:30]([N:32]([CH2:37][CH3:38])[C:33](=[O:36])[CH2:34][OH:35])[CH3:31], predict the reaction product. The product is: [Cl:19][C:13]1[C:14]([Cl:18])=[CH:15][CH:16]=[CH:17][C:12]=1[S:9]([NH:8][C:5]1[N:6]=[CH:7][C:2]([O:35][CH2:34][C:33]([N:32]([CH2:37][CH3:38])[CH2:30][CH3:31])=[O:36])=[N:3][C:4]=1[O:28][CH3:29])(=[O:10])=[O:11]. (2) Given the reactants [CH3:1][N:2]1[C:10]([CH2:11][N:12]2[CH2:17][CH2:16][CH:15]([N:18]3[CH2:23][CH2:22][O:21][CH2:20][CH2:19]3)[CH2:14][CH2:13]2)=[N:9][C:8]2[C:3]1=[N:4][C:5]([Sn](CCCC)(CCCC)CCCC)=[N:6][C:7]=2[N:24]1[CH2:29][CH2:28][O:27][CH2:26][CH2:25]1.Br[C:44]1[CH:49]=[N:48][CH:47]=[C:46]2[N:50](S(C3C=CC=CC=3)(=O)=O)[CH:51]=[CH:52][C:45]=12.[OH-].[Na+], predict the reaction product. The product is: [CH3:1][N:2]1[C:10]([CH2:11][N:12]2[CH2:13][CH2:14][CH:15]([N:18]3[CH2:19][CH2:20][O:21][CH2:22][CH2:23]3)[CH2:16][CH2:17]2)=[N:9][C:8]2[C:3]1=[N:4][C:5]([C:44]1[CH:49]=[N:48][CH:47]=[C:46]3[NH:50][CH:51]=[CH:52][C:45]=13)=[N:6][C:7]=2[N:24]1[CH2:25][CH2:26][O:27][CH2:28][CH2:29]1. (3) Given the reactants [NH2:1][C:2]1[CH:9]=[CH:8][C:5]([C:6]#[N:7])=[C:4]([Br:10])[CH:3]=1.[C:11]1(=[O:17])[O:16][C:14](=[O:15])[CH:13]=[CH:12]1.[C:18]1(=O)[CH2:23][CH2:22][CH2:21][CH2:20][CH2:19]1, predict the reaction product. The product is: [Br:10][C:4]1[CH:3]=[C:2]([N:1]2[CH:23]3[C:18]([CH2:19][CH2:20][CH2:21][CH2:22]3)=[C:13]([CH2:12][C:11]([OH:16])=[O:17])[C:14]2=[O:15])[CH:9]=[CH:8][C:5]=1[C:6]#[N:7]. (4) Given the reactants [F:1][C:2]1[CH:7]=[CH:6][C:5]([C:8]2[O:9][C:10]3[CH:20]=[C:19]([N:21]([CH3:26])[S:22]([CH3:25])(=[O:24])=[O:23])[C:18]([C:27]4[CH:32]=[CH:31][CH:30]=[C:29](B5OC(C)(C)C(C)(C)O5)[CH:28]=4)=[CH:17][C:11]=3[C:12]=2[C:13]([NH:15][CH3:16])=[O:14])=[CH:4][CH:3]=1.Br[C:43]1[CH:44]=[C:45]2[C:50](=[CH:51][CH:52]=1)[CH:49]=[N:48][CH:47]=[CH:46]2.[O-]P([O-])([O-])=O.[K+].[K+].[K+], predict the reaction product. The product is: [F:1][C:2]1[CH:3]=[CH:4][C:5]([C:8]2[O:9][C:10]3[CH:20]=[C:19]([N:21]([CH3:26])[S:22]([CH3:25])(=[O:23])=[O:24])[C:18]([C:27]4[CH:32]=[CH:31][CH:30]=[C:29]([C:43]5[CH:44]=[C:45]6[C:50](=[CH:51][CH:52]=5)[CH:49]=[N:48][CH:47]=[CH:46]6)[CH:28]=4)=[CH:17][C:11]=3[C:12]=2[C:13]([NH:15][CH3:16])=[O:14])=[CH:6][CH:7]=1. (5) Given the reactants [CH3:1][N:2]1[CH2:8][CH2:7][CH2:6][N:5]([C:9]2[N:14]=[C:13]([C:15]3[CH:16]=[C:17]([CH:20]=[CH:21][C:22]=3F)[CH:18]=O)[CH:12]=[N:11][CH:10]=2)[CH2:4][CH2:3]1.N1CCCCC1.[CH3:30][N:31]1[C:35](=[O:36])[CH2:34][S:33][C:32]1=[O:37].[ClH:38], predict the reaction product. The product is: [CH3:30][N:31]1[C:35](=[O:36])[C:34](=[CH:18][C:17]2[CH:20]=[CH:21][CH:22]=[C:15]([C:13]3[CH:12]=[N:11][CH:10]=[C:9]([N:5]4[CH2:6][CH2:7][CH2:8][N:2]([CH3:1])[CH2:3][CH2:4]4)[N:14]=3)[CH:16]=2)[S:33][C:32]1=[O:37].[ClH:38]. (6) Given the reactants Cl.[NH2:2][CH2:3][C:4]([C:6]1[CH:13]=[CH:12][C:9]([C:10]#[N:11])=[CH:8][CH:7]=1)=[O:5].[CH2:14]([O:16][C:17](=[O:21])[C:18](Cl)=[O:19])[CH3:15], predict the reaction product. The product is: [CH2:14]([O:16][C:17](=[O:21])[C:18]([NH:2][CH2:3][C:4]([C:6]1[CH:13]=[CH:12][C:9]([C:10]#[N:11])=[CH:8][CH:7]=1)=[O:5])=[O:19])[CH3:15].